From a dataset of Forward reaction prediction with 1.9M reactions from USPTO patents (1976-2016). Predict the product of the given reaction. (1) The product is: [CH2:1]([N:8]1[C:12]2[CH:13]=[C:14]([F:18])[C:15]([F:17])=[CH:16][C:11]=2[N:10]=[C:9]1[C:19]1[C:20]([O:25][CH2:26][CH:27]2[CH2:32][CH2:31]2)=[N:21][CH:22]=[CH:23][CH:24]=1)[C:2]1[CH:3]=[CH:4][CH:5]=[CH:6][CH:7]=1. Given the reactants [CH2:1]([N:8]1[C:12]2[CH:13]=[C:14]([F:18])[C:15]([F:17])=[CH:16][C:11]=2[N:10]=[C:9]1[C:19]1[C:20]([O:25][CH2:26][C:27]2[CH:32]=[CH:31]C=CC=2Cl)=[N:21][CH:22]=[CH:23][CH:24]=1)[C:2]1[CH:7]=[CH:6][CH:5]=[CH:4][CH:3]=1.C1(CO)CC1, predict the reaction product. (2) Given the reactants [F:1][C:2]1[CH:36]=[CH:35][C:5]([CH2:6][C:7]2[CH:16]=[C:15]3[C:10]([C:11]([OH:34])=[C:12]([C:29](OCC)=[O:30])[C:13](=[O:28])[N:14]3[CH2:17][C:18]3[CH:23]=[CH:22][C:21]([S:24]([CH3:27])(=[O:26])=[O:25])=[CH:20][CH:19]=3)=[N:9][CH:8]=2)=[CH:4][CH:3]=1.[CH2:37]1[N:42]([CH2:43][CH2:44][NH2:45])[CH2:41][CH2:40][O:39][CH2:38]1, predict the reaction product. The product is: [F:1][C:2]1[CH:36]=[CH:35][C:5]([CH2:6][C:7]2[CH:16]=[C:15]3[C:10]([C:11]([OH:34])=[C:12]([C:29]([NH:45][CH2:44][CH2:43][N:42]4[CH2:37][CH2:38][O:39][CH2:40][CH2:41]4)=[O:30])[C:13](=[O:28])[N:14]3[CH2:17][C:18]3[CH:23]=[CH:22][C:21]([S:24]([CH3:27])(=[O:26])=[O:25])=[CH:20][CH:19]=3)=[N:9][CH:8]=2)=[CH:4][CH:3]=1. (3) The product is: [O:21]1[CH2:22][CH2:17][N:2]([CH2:3][CH:4]([N:11]2[CH:15]=[C:14]([NH2:16])[CH:13]=[N:12]2)[C:5]2[CH:10]=[CH:9][CH:8]=[CH:7][CH:6]=2)[CH2:1][CH2:20]1. Given the reactants [CH3:1][N:2]([CH3:17])[CH2:3][CH:4]([N:11]1[CH:15]=[C:14]([NH2:16])[CH:13]=[N:12]1)[C:5]1[CH:10]=[CH:9][CH:8]=[CH:7][CH:6]=1.N1C[CH2:22][O:21][CH2:20]C1, predict the reaction product. (4) Given the reactants Br[C:2]1[CH:3]=[C:4]([C:9]([OH:11])=O)[CH:5]=[N:6][C:7]=1Cl.[N:12]1[CH:17]=[CH:16][C:15]([CH2:18][OH:19])=[CH:14][CH:13]=1.[Cl:20][C:21]1[CH:26]=[CH:25][C:24](B(O)O)=[CH:23][CH:22]=1.[NH2:30][CH2:31][C@H:32]1[CH2:37][CH2:36][CH2:35][CH2:34][C@H:33]1[OH:38], predict the reaction product. The product is: [Cl:20][C:21]1[CH:26]=[CH:25][C:24]([C:2]2[C:7]([O:19][CH2:18][C:15]3[CH:16]=[CH:17][N:12]=[CH:13][CH:14]=3)=[N:6][CH:5]=[C:4]([CH:3]=2)[C:9]([NH:30][CH2:31][C@@H:32]2[CH2:37][CH2:36][CH2:35][CH2:34][C@@H:33]2[OH:38])=[O:11])=[CH:23][CH:22]=1. (5) Given the reactants [CH3:1][O:2][C:3]1[C:19]([O:20][CH2:21][S:22][CH3:23])=[CH:18][C:17]2[CH2:16][CH2:15][C@@H:14]3[C@H:6]([CH2:7][CH2:8][C@@:9]4([CH3:25])[C@H:13]3[CH2:12][CH2:11][C@@H:10]4[OH:24])[C:5]=2[CH:4]=1.[C:26](OC(=O)C)(=[O:28])[CH3:27], predict the reaction product. The product is: [C:26]([O:24][C@@H:10]1[C@:9]2([CH3:25])[C@H:13]([C@H:14]3[C@H:6]([CH2:7][CH2:8]2)[C:5]2[CH:4]=[C:3]([O:2][CH3:1])[C:19]([O:20][CH2:21][S:22][CH3:23])=[CH:18][C:17]=2[CH2:16][CH2:15]3)[CH2:12][CH2:11]1)(=[O:28])[CH3:27]. (6) Given the reactants [Br:1][C:2]1[C:3](=[O:9])[NH:4][C:5](=[O:8])[NH:6][CH:7]=1.[CH3:10]/C(/O[Si](C)(C)C)=N\[Si](C)(C)C.[F:22][C:23]1[CH:30]=[CH:29][CH:28]=[C:27]([F:31])[C:24]=1[CH2:25]Br, predict the reaction product. The product is: [Br:1][C:2]1[C:3](=[O:9])[NH:4][C:5](=[O:8])[N:6]([CH2:25][C:24]2[C:23]([F:22])=[CH:30][CH:29]=[CH:28][C:27]=2[F:31])[C:7]=1[CH3:10].